This data is from Reaction yield outcomes from USPTO patents with 853,638 reactions. The task is: Predict the reaction yield, written as a fraction of the theoretical maximum amount of product (1.0 means a 100% yield; for example, 0.34 means a 34% yield). (1) The reactants are [CH3:1][NH:2][C:3]1[N:12]=[CH:11][C:10]2[C:9](=[O:13])[CH2:8][CH2:7][CH2:6][C:5]=2[N:4]=1.CO[CH:16](OC)[N:17]([CH3:19])[CH3:18].C(N(CC)CC)C. The catalyst is C1(C)C=CC=CC=1. The product is [CH3:16][N:17](/[CH:19]=[C:8]1/[C:9](=[O:13])[C:10]2[CH:11]=[N:12][C:3]([NH:2][CH3:1])=[N:4][C:5]=2[CH2:6][CH2:7]/1)[CH3:18]. The yield is 0.380. (2) The reactants are [Br:1][C:2]1[CH:7]=[CH:6][C:5]([NH:8][C:9]2[C:10]([C:26]([OH:28])=O)=[CH:11][C:12]3[N:16]([CH2:17][CH:18]4[CH2:23][CH2:22][CH2:21][CH2:20][O:19]4)[CH:15]=[N:14][C:13]=3[C:24]=2[F:25])=[C:4]([Cl:29])[CH:3]=1.COC(C1C(NC2C=CC(Br)=CC=2Cl)=C(F)C2[N:38]=CN(CC3CCCCO3)C=2C=1)=O.O1[CH2:64][CH2:63]CC1.[OH2:65].[Li+].[OH-:67]. The catalyst is O.Cl.C(OCC)(=O)C.O1CCCC1. The product is [OH:65][CH2:63][CH2:64][O:67][NH:38][C:26]([C:10]1[C:9]([NH:8][C:5]2[CH:6]=[CH:7][C:2]([Br:1])=[CH:3][C:4]=2[Cl:29])=[C:24]([F:25])[C:13]2[N:14]=[CH:15][N:16]([CH2:17][CH:18]3[CH2:23][CH2:22][CH2:21][CH2:20][O:19]3)[C:12]=2[CH:11]=1)=[O:28]. The yield is 1.00. (3) The reactants are [F:1][C:2]1[CH:7]=[CH:6][C:5]([NH:8][C:9]2[C:14]([C:15]3[N:20]=[C:19]([CH3:21])[N:18]=[C:17]([N:22](CC4C=CC(OC)=CC=4)CC4C=CC(OC)=CC=4)[N:16]=3)=[CH:13][CH:12]=[CH:11][N:10]=2)=[CH:4][C:3]=1[O:41][CH3:42]. The catalyst is C(O)(C(F)(F)F)=O. The product is [F:1][C:2]1[CH:7]=[CH:6][C:5]([NH:8][C:9]2[C:14]([C:15]3[N:20]=[C:19]([CH3:21])[N:18]=[C:17]([NH2:22])[N:16]=3)=[CH:13][CH:12]=[CH:11][N:10]=2)=[CH:4][C:3]=1[O:41][CH3:42]. The yield is 0.0363. (4) The reactants are [Cl:1][C:2]1[CH:7]=[CH:6][C:5]([CH:8]([CH2:13][NH:14][CH2:15][C:16]([F:19])([F:18])[F:17])[C:9]([O:11]C)=[O:10])=[CH:4][CH:3]=1.O([Si](C)(C)C)[K:21]. The catalyst is CCOCC. The product is [Cl:1][C:2]1[CH:3]=[CH:4][C:5]([CH:8]([CH2:13][NH:14][CH2:15][C:16]([F:17])([F:18])[F:19])[C:9]([O-:11])=[O:10])=[CH:6][CH:7]=1.[K+:21]. The yield is 1.18.